Dataset: Reaction yield outcomes from USPTO patents with 853,638 reactions. Task: Predict the reaction yield, written as a fraction of the theoretical maximum amount of product (1.0 means a 100% yield; for example, 0.34 means a 34% yield). (1) The yield is 0.170. The catalyst is CN(C=O)C.CCOC(C)=O.O. The reactants are [CH2:1]([O:3][C:4]([C:6]1[C:7]([CH3:22])=[N:8][N:9]([C:12]2[CH:17]=[C:16]([C:18]([OH:20])=O)[CH:15]=[CH:14][C:13]=2[CH3:21])[C:10]=1[NH2:11])=[O:5])[CH3:2].CCN=C=N[CH2:28][CH2:29][CH2:30][N:31](C)C.C1C=CC2N(O)N=NC=2C=1.C(N(C(C)C)CC)(C)C.C1(N)CC1. The product is [CH2:1]([O:3][C:4]([C:6]1[C:7]([CH3:22])=[N:8][N:9]([C:12]2[CH:17]=[C:16]([C:18](=[O:20])[NH:31][CH:30]3[CH2:28][CH2:29]3)[CH:15]=[CH:14][C:13]=2[CH3:21])[C:10]=1[NH2:11])=[O:5])[CH3:2]. (2) The reactants are C[O:2][C:3]([C:5]1[CH:6]=[C:7]([CH:46]=[CH:47][CH:48]=1)[CH2:8][N:9]([C:33]1[CH:38]=[CH:37][CH:36]=[C:35]([CH2:39][N:40]2[CH2:45][CH2:44][CH2:43][CH2:42][CH2:41]2)[CH:34]=1)[C:10](=[O:32])[CH2:11][CH2:12][N:13]1[CH2:17][CH2:16][N:15]([CH2:18][C:19]2[CH:24]=[C:23]([CH3:25])[CH:22]=[C:21]([CH3:26])[CH:20]=2)[C:14]1=[C:27]([C:30]#[N:31])[C:28]#[N:29])=[O:4].[OH-].[Li+].CO. The catalyst is O1CCCC1. The product is [C:3]([C:5]1[CH:6]=[C:7]([CH:46]=[CH:47][CH:48]=1)[CH2:8][N:9]([C:33]1[CH:38]=[CH:37][CH:36]=[C:35]([CH2:39][N:40]2[CH2:41][CH2:42][CH2:43][CH2:44][CH2:45]2)[CH:34]=1)[C:10](=[O:32])[CH2:11][CH2:12][N:13]1[CH2:17][CH2:16][N:15]([CH2:18][C:19]2[CH:20]=[C:21]([CH3:26])[CH:22]=[C:23]([CH3:25])[CH:24]=2)[C:14]1=[C:27]([C:28]#[N:29])[C:30]#[N:31])([OH:4])=[O:2]. The yield is 0.590. (3) The reactants are Cl.[Br:2][C:3]1[CH:4]=[C:5]([CH2:10][NH2:11])[CH:6]=[CH:7][C:8]=1[F:9].[C:12](OC(=O)C)(=[O:14])[CH3:13]. The catalyst is N1C=CC=CC=1. The product is [Br:2][C:3]1[CH:4]=[C:5]([CH:6]=[CH:7][C:8]=1[F:9])[CH2:10][NH:11][C:12](=[O:14])[CH3:13]. The yield is 0.850. (4) The reactants are [Cl:1][C:2]1[CH:3]=[C:4]([OH:12])[C:5](=[CH:10][CH:11]=1)[C:6]([O:8][CH3:9])=[O:7].S(=O)(=O)(O)O.[N+:18]([O-])([OH:20])=[O:19]. No catalyst specified. The product is [Cl:1][C:2]1[C:3]([N+:18]([O-:20])=[O:19])=[C:4]([OH:12])[C:5](=[CH:10][CH:11]=1)[C:6]([O:8][CH3:9])=[O:7]. The yield is 0.520.